From a dataset of Catalyst prediction with 721,799 reactions and 888 catalyst types from USPTO. Predict which catalyst facilitates the given reaction. (1) Reactant: Cl.[NH2:2][C:3]1[CH:7]=[CH:6][N:5]([C:8]2[CH:13]=[CH:12][C:11]([C:14]3[CH:19]=[CH:18][CH:17]=[C:16]([O:20][CH3:21])[C:15]=3[OH:22])=[CH:10][CH:9]=2)[C:4]=1[C:23]([O:25][CH2:26][CH3:27])=[O:24].[F:28][C:29]1[CH:34]=[CH:33][CH:32]=[CH:31][C:30]=1[N:35]=[C:36]=[O:37]. Product: [F:28][C:29]1[CH:34]=[CH:33][CH:32]=[CH:31][C:30]=1[NH:35][C:36]([NH:2][C:3]1[CH:7]=[CH:6][N:5]([C:8]2[CH:9]=[CH:10][C:11]([C:14]3[CH:19]=[CH:18][CH:17]=[C:16]([O:20][CH3:21])[C:15]=3[OH:22])=[CH:12][CH:13]=2)[C:4]=1[C:23]([O:25][CH2:26][CH3:27])=[O:24])=[O:37]. The catalyst class is: 11. (2) Reactant: [CH:1]1([CH:6]=[C:7]([C:18]2[NH:28][C:21]3=[N:22][C:23]([O:26][CH3:27])=[CH:24][CH:25]=[C:20]3[CH:19]=2)[C:8]2[CH:13]=[CH:12][C:11]([S:14]([CH3:17])(=[O:16])=[O:15])=[CH:10][CH:9]=2)[CH2:5][CH2:4][CH2:3][CH2:2]1. Product: [CH:1]1([CH2:6][CH:7]([C:18]2[NH:28][C:21]3=[N:22][C:23]([O:26][CH3:27])=[CH:24][CH:25]=[C:20]3[CH:19]=2)[C:8]2[CH:9]=[CH:10][C:11]([S:14]([CH3:17])(=[O:16])=[O:15])=[CH:12][CH:13]=2)[CH2:5][CH2:4][CH2:3][CH2:2]1. The catalyst class is: 43. (3) The catalyst class is: 190. Product: [F:1][C:2]([F:20])([F:21])[O:3][C:4]1[CH:9]=[CH:8][C:7]([O:10][C:11]2[CH:16]=[CH:15][CH:14]=[CH:13][C:12]=2[NH2:17])=[CH:6][CH:5]=1. Reactant: [F:1][C:2]([F:21])([F:20])[O:3][C:4]1[CH:9]=[CH:8][C:7]([O:10][C:11]2[CH:16]=[CH:15][CH:14]=[CH:13][C:12]=2[N+:17]([O-])=O)=[CH:6][CH:5]=1.[Cl-].[NH4+].C(Cl)Cl. (4) Reactant: [Cl:1][C:2]1[N:7]=[C:6](Cl)[C:5]([C:9]([O:11][CH2:12][CH3:13])=[O:10])=[CH:4][N:3]=1.CCN(C(C)C)C(C)C.[N:23]1([C:28]2[CH:34]=[CH:33][C:31]([NH2:32])=[CH:30][CH:29]=2)[CH:27]=[N:26][CH:25]=[N:24]1. Product: [N:23]1([C:28]2[CH:29]=[CH:30][C:31]([NH:32][C:6]3[C:5]([C:9]([O:11][CH2:12][CH3:13])=[O:10])=[CH:4][N:3]=[C:2]([Cl:1])[N:7]=3)=[CH:33][CH:34]=2)[CH:27]=[N:26][CH:25]=[N:24]1. The catalyst class is: 144. (5) Reactant: Br[C:2]1[CH:3]=[C:4]([C:8]2[CH:13]=[CH:12][CH:11]=[CH:10][CH:9]=2)[CH:5]=[CH:6][CH:7]=1.C([Li])(C)(C)C.CN(C)[CH:21]=[O:22]. Product: [C:8]1([C:4]2[CH:3]=[C:2]([CH:7]=[CH:6][CH:5]=2)[CH:21]=[O:22])[CH:9]=[CH:10][CH:11]=[CH:12][CH:13]=1. The catalyst class is: 1. (6) Reactant: [BH4-].[Na+].CO.[CH3:5][O:6][C:7](=[O:30])[CH2:8][CH2:9][CH2:10][CH2:11][CH2:12][CH2:13][N:14]1[C@@H:19](/[CH:20]=[CH:21]/[C:22](=[O:28])[CH2:23][CH2:24][CH2:25][CH2:26][CH3:27])[CH2:18][CH2:17][CH2:16][C:15]1=[O:29]. Product: [CH3:5][O:6][C:7](=[O:30])[CH2:8][CH2:9][CH2:10][CH2:11][CH2:12][CH2:13][N:14]1[C:15](=[O:29])[CH2:16][CH2:17][CH2:18][C@@H:19]1/[CH:20]=[CH:21]/[CH:22]([OH:28])[CH2:23][CH2:24][CH2:25][CH2:26][CH3:27]. The catalyst class is: 2. (7) Reactant: [CH3:1][C:2]1[C:7](=[O:8])[CH2:6][CH:5]([C:9]([CH3:11])=[CH2:10])[CH2:4][CH:3]=1.C(=O)([S:14][CH2:15][CH2:16][C:17]([N:19]([CH3:21])[CH3:20])=[O:18])C.C1CCN2C(=NCCC2)CC1. Product: [CH3:20][N:19]([CH3:21])[C:17](=[O:18])[CH2:16][CH2:15][S:14][CH:3]1[CH2:4][C@@H:5]([C:9]([CH3:11])=[CH2:10])[CH2:6][C:7](=[O:8])[CH:2]1[CH3:1]. The catalyst class is: 5. (8) The catalyst class is: 1. Reactant: [CH3:1][C@H:2]1[C:10]2[C:9]([N:11]3[CH2:16][CH2:15][N:14]([C:17]([O:19][C:20]([CH3:23])([CH3:22])[CH3:21])=[O:18])[CH2:13][CH2:12]3)=[N:8][CH:7]=[N:6][C:5]=2[C:4](=[O:24])[CH2:3]1.C[Li].[CH2:27](OCC)C. Product: [OH:24][C:4]1([CH3:27])[C:5]2[N:6]=[CH:7][N:8]=[C:9]([N:11]3[CH2:16][CH2:15][N:14]([C:17]([O:19][C:20]([CH3:23])([CH3:22])[CH3:21])=[O:18])[CH2:13][CH2:12]3)[C:10]=2[C@H:2]([CH3:1])[CH2:3]1. (9) Reactant: C(OC([N:8]1[CH2:12][CH2:11][C@@H:10]([C:13]2[N:14]=[N:15][NH:16][N:17]=2)[CH2:9]1)=O)(C)(C)C.Cl.O1CCOCC1. Product: [NH:8]1[CH2:12][CH2:11][C@@H:10]([C:13]2[N:14]=[N:15][NH:16][N:17]=2)[CH2:9]1. The catalyst class is: 5.